From a dataset of Experimentally validated miRNA-target interactions with 360,000+ pairs, plus equal number of negative samples. Binary Classification. Given a miRNA mature sequence and a target amino acid sequence, predict their likelihood of interaction. The miRNA is hsa-miR-4525 with sequence GGGGGGAUGUGCAUGCUGGUU. The protein sequence of the target gene is MASPNKAVIVPGNGGGDVATHGWYGWVKKGLEQIPGFQCLAKNMPDPITARESIWLPFMETELHCDEKTIIIGHSSGAIAAMRYAETHQVYALVLVSAYTSDLGDENERASGYFSRPWQWEKIKANCPHIVQFGSTDDPFLPWKEQQEVADRLDAKLYKFTDRGHFQNTEFHELISVVKSMLKGPE. Result: 0 (no interaction).